Dataset: Peptide-MHC class I binding affinity with 185,985 pairs from IEDB/IMGT. Task: Regression. Given a peptide amino acid sequence and an MHC pseudo amino acid sequence, predict their binding affinity value. This is MHC class I binding data. The peptide sequence is TQCGYPAL. The MHC is H-2-Kb with pseudo-sequence H-2-Kb. The binding affinity (normalized) is 0.182.